Task: Predict the reaction yield, written as a fraction of the theoretical maximum amount of product (1.0 means a 100% yield; for example, 0.34 means a 34% yield).. Dataset: Reaction yield outcomes from USPTO patents with 853,638 reactions The reactants are [Cl-].[Ca+2].[Cl-].[BH4-].[Na+].[CH3:6][N:7]1[C:11]([C:12]([NH:14][C:15]2[CH:16]=[C:17]([CH:38]=[CH:39][C:40]=2[CH3:41])[O:18][C:19]2[CH:20]=[CH:21][C:22]3[N:23]([CH:25]=[C:26]([NH:28][C:29]([CH:31]4[CH2:33][CH:32]4[C:34](OC)=[O:35])=[O:30])[N:27]=3)[N:24]=2)=[O:13])=[CH:10][C:9]([CH3:42])=[N:8]1.[Cl-].[NH4+]. The catalyst is O1CCCC1.C(O)C.C(OCC)(=O)C. The product is [OH:35][CH2:34][CH:32]1[CH2:33][CH:31]1[C:29]([NH:28][C:26]1[N:27]=[C:22]2[CH:21]=[CH:20][C:19]([O:18][C:17]3[CH:38]=[CH:39][C:40]([CH3:41])=[C:15]([NH:14][C:12]([C:11]4[N:7]([CH3:6])[N:8]=[C:9]([CH3:42])[CH:10]=4)=[O:13])[CH:16]=3)=[N:24][N:23]2[CH:25]=1)=[O:30]. The yield is 0.200.